From a dataset of Catalyst prediction with 721,799 reactions and 888 catalyst types from USPTO. Predict which catalyst facilitates the given reaction. (1) Reactant: [Br:1][C:2]1[CH:3]=[C:4]([CH:17]=[CH:18][CH:19]=1)[NH:5][C:6]1[C:7]2[CH:15]=[C:14](F)[N:13]=[CH:12][C:8]=2[N:9]=[CH:10][N:11]=1.[CH3:20][NH2:21]. Product: [Br:1][C:2]1[CH:3]=[C:4]([CH:17]=[CH:18][CH:19]=1)[NH:5][C:6]1[C:7]2[CH:15]=[C:14]([NH:21][CH3:20])[N:13]=[CH:12][C:8]=2[N:9]=[CH:10][N:11]=1. The catalyst class is: 8. (2) Reactant: [NH2:1][C:2]1[CH:3]=[N:4][CH:5]=[CH:6][C:7]=1[N:8]1[CH2:13][C@H:12]([C:14]([F:17])([F:16])[F:15])[CH2:11][C@H:10]([NH:18][C:19](=[O:25])[O:20][C:21]([CH3:24])([CH3:23])[CH3:22])[CH2:9]1.[C:26]([O:30][C:31]([NH:33][C:34]1[O:42][C:41]2[C:36](=[N:37][CH:38]=[C:39]([C:43]3[CH:44]=[N:45][N:46]([CH3:48])[CH:47]=3)[CH:40]=2)[C:35]=1[C:49](O)=[O:50])=[O:32])([CH3:29])([CH3:28])[CH3:27].CCN(C(C)C)C(C)C.CN(C(ON1N=NC2C=CC=NC1=2)=[N+](C)C)C.F[P-](F)(F)(F)(F)F. Product: [C:26]([O:30][C:31]([NH:33][C:34]1[O:42][C:41]2[C:36](=[N:37][CH:38]=[C:39]([C:43]3[CH:44]=[N:45][N:46]([CH3:48])[CH:47]=3)[CH:40]=2)[C:35]=1[C:49]([NH:1][C:2]1[CH:3]=[N:4][CH:5]=[CH:6][C:7]=1[N:8]1[CH2:13][C@H:12]([C:14]([F:16])([F:15])[F:17])[CH2:11][C@H:10]([NH:18][C:19](=[O:25])[O:20][C:21]([CH3:22])([CH3:24])[CH3:23])[CH2:9]1)=[O:50])=[O:32])([CH3:29])([CH3:27])[CH3:28]. The catalyst class is: 26. (3) Reactant: [NH:1]1[CH2:6][CH2:5][NH:4][CH2:3][CH2:2]1.C(N(CC)CC)C.Cl[C:15]1[CH:16]=[CH:17][C:18]2[O:22][C:21]([S:23](Cl)(=[O:25])=[O:24])=[CH:20][C:19]=2[CH:27]=1.O.[Cl:29]CCl. Product: [Cl:29][CH:2]1[CH2:3][N:4]([S:23]([C:21]2[O:22][C:18]3[CH:17]=[CH:16][CH:15]=[CH:27][C:19]=3[CH:20]=2)(=[O:24])=[O:25])[CH2:5][CH2:6][NH:1]1. The catalyst class is: 27. (4) Product: [OH:6][C@H:5]([CH2:4][OH:3])[CH2:7][O:8][NH:9][C:10]([C:12]1[N:13]=[CH:14][C:15]2[N:16]([CH:27]=[N:28][CH:29]=2)[C:17]=1[NH:18][C:19]1[CH:24]=[CH:23][C:22]([I:25])=[CH:21][C:20]=1[F:26])=[O:11]. The catalyst class is: 5. Reactant: CC1(C)[O:6][C@@H:5]([CH2:7][O:8][NH:9][C:10]([C:12]2[N:13]=[CH:14][C:15]3[N:16]([CH:27]=[N:28][CH:29]=3)[C:17]=2[NH:18][C:19]2[CH:24]=[CH:23][C:22]([I:25])=[CH:21][C:20]=2[F:26])=[O:11])[CH2:4][O:3]1.Cl.O1CCOCC1.S([O-])([O-])(=O)=O.[Na+].[Na+]. (5) Reactant: [C:1]1([N:7]2[C:11]([C:12]([O:14][CH3:15])=[O:13])=[CH:10][C:9]([C:16]([F:19])([F:18])[F:17])=[N:8]2)[CH:6]=[CH:5][CH:4]=[CH:3][CH:2]=1.[N+:20]([O-])([OH:22])=[O:21].OS(O)(=O)=O. Product: [N+:20]([C:4]1[CH:3]=[CH:2][C:1]([N:7]2[C:11]([C:12]([O:14][CH3:15])=[O:13])=[CH:10][C:9]([C:16]([F:18])([F:19])[F:17])=[N:8]2)=[CH:6][CH:5]=1)([O-:22])=[O:21]. The catalyst class is: 15. (6) Reactant: [O:1]1[CH2:5][CH2:4][O:3][C:2]21[CH2:13][C@@H:8]1[CH2:9][NH:10][CH2:11][CH2:12][C@@H:7]1[CH2:6]2.C(N(CC)CC)C.[C:21](O[C:21]([O:23][C:24]([CH3:27])([CH3:26])[CH3:25])=[O:22])([O:23][C:24]([CH3:27])([CH3:26])[CH3:25])=[O:22].C(=O)(O)[O-].[Na+]. Product: [C:24]([O:23][C:21]([N:10]1[CH2:11][CH2:12][C@@H:7]2[CH2:6][C:2]3([O:3][CH2:4][CH2:5][O:1]3)[CH2:13][C@@H:8]2[CH2:9]1)=[O:22])([CH3:27])([CH3:26])[CH3:25]. The catalyst class is: 4.